From a dataset of Forward reaction prediction with 1.9M reactions from USPTO patents (1976-2016). Predict the product of the given reaction. Given the reactants [CH3:1][O:2][C:3]1[CH:11]=[C:10]([CH3:12])[CH:9]=[CH:8][C:4]=1[C:5](Cl)=[O:6].C(Cl)(=O)C(Cl)=O.N1C=CC=CC=1.[C:25]([OH:29])([CH3:28])([CH3:27])[CH3:26], predict the reaction product. The product is: [CH3:1][O:2][C:3]1[CH:11]=[C:10]([CH3:12])[CH:9]=[CH:8][C:4]=1[C:5]([O:29][C:25]([CH3:28])([CH3:27])[CH3:26])=[O:6].